From a dataset of Reaction yield outcomes from USPTO patents with 853,638 reactions. Predict the reaction yield, written as a fraction of the theoretical maximum amount of product (1.0 means a 100% yield; for example, 0.34 means a 34% yield). (1) The reactants are [C:1]([C:3]1[C:25]([N+:26]([O-])=O)=[CH:24][CH:23]=[CH:22][C:4]=1[O:5][CH2:6][C:7]([CH3:21])([CH3:20])[C:8]([NH:10][CH2:11][C:12]1[CH:17]=[CH:16][C:15]([O:18][CH3:19])=[CH:14][CH:13]=1)=[O:9])#[N:2].O.O.Cl[Sn]Cl.[OH-].[Na+]. The catalyst is COCCOCCOC.Cl. The product is [NH2:26][C:25]1[C:3]([C:1]#[N:2])=[C:4]([CH:22]=[CH:23][CH:24]=1)[O:5][CH2:6][C:7]([CH3:21])([CH3:20])[C:8]([NH:10][CH2:11][C:12]1[CH:17]=[CH:16][C:15]([O:18][CH3:19])=[CH:14][CH:13]=1)=[O:9]. The yield is 0.860. (2) The reactants are [Cl:1][C:2]1[CH:7]=[CH:6][C:5]([O:8][C:9]2[CH:14]=[CH:13][C:12]([CH2:15][NH:16][C:17]([NH2:19])=[NH:18])=[CH:11][CH:10]=2)=[CH:4][C:3]=1[C:20]([F:23])([F:22])[F:21].[C:24]([O-:27])([O-])=[O:25].[Cs+].[Cs+].[OH:30]/[CH:31]=[C:32](/[CH2:37][C:38]1[CH:39]=[N:40][N:41]([CH3:43])[CH:42]=1)\[C:33](OC)=O. The catalyst is CN1C(=O)CCC1. The product is [F:21][C:20]([F:23])([F:22])[C:24]([OH:27])=[O:25].[Cl:1][C:2]1[CH:7]=[CH:6][C:5]([O:8][C:9]2[CH:14]=[CH:13][C:12]([CH2:15][NH:16][C:17]3[NH:19][CH:33]=[C:32]([CH2:37][C:38]4[CH:39]=[N:40][N:41]([CH3:43])[CH:42]=4)[C:31](=[O:30])[N:18]=3)=[CH:11][CH:10]=2)=[CH:4][C:3]=1[C:20]([F:21])([F:22])[F:23]. The yield is 0.273. (3) The reactants are [H-].[Na+].[F:3][C:4]([F:18])([F:17])[C:5]1[CH:10]=[CH:9][CH:8]=[CH:7][C:6]=1[CH:11]([OH:16])[C:12]([F:15])([F:14])[F:13].[NH2:19][C:20]1[N:25]=[C:24](Cl)[CH:23]=[C:22]([Cl:27])[N:21]=1.O. The catalyst is C1COCC1.C(OCC)(=O)C. The product is [Cl:27][C:22]1[CH:23]=[C:24]([O:16][CH:11]([C:6]2[CH:7]=[CH:8][CH:9]=[CH:10][C:5]=2[C:4]([F:17])([F:18])[F:3])[C:12]([F:13])([F:14])[F:15])[N:25]=[C:20]([NH2:19])[N:21]=1. The yield is 0.710. (4) The reactants are [OH:1][C@@H:2]1[CH2:27][CH2:26][C@@:25]2([CH3:28])[C@H:4]([C@@H:5]([CH2:31]C)[C@@H:6]([OH:30])[C@@H:7]3[C@@H:24]2[CH2:23][CH2:22][C@@:21]2([CH3:29])[C@H:8]3[CH2:9][CH2:10][C@@H:11]2[C@H:12]([CH3:20])[CH2:13][CH2:14][C:15]([O:17]CC)=[O:16])[CH2:3]1.[OH-].[Na+].Cl. The catalyst is CCO. The product is [OH:1][C@@H:2]1[CH2:27][CH2:26][C@@:25]2([CH3:28])[C@H:4]([C@@H:5]([CH3:31])[C@@H:6]([OH:30])[C@@H:7]3[C@@H:24]2[CH2:23][CH2:22][C@@:21]2([CH3:29])[C@H:8]3[CH2:9][CH2:10][C@@H:11]2[C@H:12]([CH3:20])[CH2:13][CH2:14][C:15]([OH:17])=[O:16])[CH2:3]1. The yield is 0.430. (5) The reactants are [OH-].[Na+:2].[ClH:3].[NH2:4][CH2:5][CH2:6][NH:7][S:8]([C:11]1[C:12]2[CH:13]=[CH:14][N:15]=[C:16]([OH:21])[C:17]=2[CH:18]=[CH:19][CH:20]=1)(=[O:10])=[O:9]. The catalyst is CO. The product is [Cl-:3].[Na+:2].[NH2:4][CH2:5][CH2:6][NH:7][S:8]([C:11]1[C:12]2[CH:13]=[CH:14][N:15]=[C:16]([OH:21])[C:17]=2[CH:18]=[CH:19][CH:20]=1)(=[O:9])=[O:10]. The yield is 0.960. (6) The reactants are [CH3:1][C:2]1[C:7]([C:8]2[CH:13]=[CH:12][N:11]=[C:10]([S:14][CH3:15])[N:9]=2)=[CH:6][N:5]=[C:4]([NH2:16])[N:3]=1.C1C=C(Cl)C=C(C(OO)=[O:25])C=1. The catalyst is C(Cl)Cl.O. The product is [CH3:15][S:14]([C:10]1[N:9]=[C:8]([C:7]2[C:2]([CH3:1])=[N:3][C:4]([NH2:16])=[N:5][CH:6]=2)[CH:13]=[CH:12][N:11]=1)=[O:25]. The yield is 0.170. (7) The reactants are [OH:1][C:2]1[C:7]([C:8]#[N:9])=[C:6]([CH3:10])[CH:5]=[C:4]([CH3:11])[N:3]=1.[CH2:12](Cl)[C:13]1[CH:18]=[CH:17][CH:16]=[CH:15][CH:14]=1. The product is [CH2:12]([O:1][C:2]1[C:7]([C:8]#[N:9])=[C:6]([CH3:10])[CH:5]=[C:4]([CH3:11])[N:3]=1)[C:13]1[CH:18]=[CH:17][CH:16]=[CH:15][CH:14]=1. The catalyst is C1(C)C=CC=CC=1. The yield is 0.650. (8) The reactants are [CH3:1][C:2]1[N:7]=[C:6]([C:8]2[S:9][CH:10]=[CH:11][CH:12]=2)[N:5]([CH2:13][CH2:14][C:15]2[CH:20]=[CH:19][CH:18]=[CH:17][CH:16]=2)[C:4](=[O:21])[C:3]=1[CH2:22][C:23]([CH3:25])=[CH2:24]. The catalyst is C(O)C.[Pd]. The product is [CH3:1][C:2]1[N:7]=[C:6]([C:8]2[S:9][CH:10]=[CH:11][CH:12]=2)[N:5]([CH2:13][CH2:14][C:15]2[CH:20]=[CH:19][CH:18]=[CH:17][CH:16]=2)[C:4](=[O:21])[C:3]=1[CH2:22][CH:23]([CH3:25])[CH3:24]. The yield is 0.250. (9) The reactants are [Br:1][C:2]1[CH:3]=[C:4]([C:8]2[O:9][C:10]([CH3:15])=[C:11]([CH3:14])[N+:12]=2[O-])[CH:5]=[CH:6][CH:7]=1.P(Cl)(Cl)([Cl:18])=O. The catalyst is C(Cl)(Cl)Cl. The product is [Br:1][C:2]1[CH:3]=[C:4]([C:8]2[O:9][C:10]([CH3:15])=[C:11]([CH2:14][Cl:18])[N:12]=2)[CH:5]=[CH:6][CH:7]=1. The yield is 0.720.